This data is from Full USPTO retrosynthesis dataset with 1.9M reactions from patents (1976-2016). The task is: Predict the reactants needed to synthesize the given product. (1) Given the product [CH2:1]([C:3]1[CH:11]=[CH:10][C:6]([C:7]([N:15]2[CH2:20][CH2:19][CH:18]([C:21]3[CH:28]=[CH:27][C:24]([C:25]#[N:26])=[CH:23][CH:22]=3)[CH2:17][CH2:16]2)=[O:9])=[CH:5][C:4]=1[N+:12]([O-:14])=[O:13])[CH3:2], predict the reactants needed to synthesize it. The reactants are: [CH2:1]([C:3]1[CH:11]=[CH:10][C:6]([C:7]([OH:9])=O)=[CH:5][C:4]=1[N+:12]([O-:14])=[O:13])[CH3:2].[NH:15]1[CH2:20][CH2:19][CH:18]([C:21]2[CH:28]=[CH:27][C:24]([C:25]#[N:26])=[CH:23][CH:22]=2)[CH2:17][CH2:16]1.NC1C=C(C=CC=1C)C(N1CCC(C2C=CC(C#N)=CC=2)CC1)=O. (2) Given the product [O:30]=[C:25]1[NH:26][C:27](=[O:29])[C:28](=[CH:1][C:3]2[S:7][C:6]([C:8]3[CH:9]=[C:10]([CH:21]=[CH:22][CH:23]=3)[CH2:11][CH2:12][NH:13][C:14](=[O:20])[O:15][C:16]([CH3:19])([CH3:18])[CH3:17])=[CH:5][CH:4]=2)[S:24]1, predict the reactants needed to synthesize it. The reactants are: [CH:1]([C:3]1[S:7][C:6]([C:8]2[CH:9]=[C:10]([CH:21]=[CH:22][CH:23]=2)[CH2:11][CH2:12][NH:13][C:14](=[O:20])[O:15][C:16]([CH3:19])([CH3:18])[CH3:17])=[CH:5][CH:4]=1)=O.[S:24]1[CH2:28][C:27](=[O:29])[NH:26][C:25]1=[O:30].C([O-])(=O)C.[NH2+]1CCCCC1. (3) Given the product [C:3]([O:7][C:8]([NH:10][C@H:11]([C:22]([OH:24])=[O:23])[CH2:12][C:13]1[C:21]2[C:16](=[CH:17][CH:18]=[CH:19][CH:20]=2)[N:15]([CH:26]([CH3:28])[CH3:27])[CH:14]=1)=[O:9])([CH3:6])([CH3:4])[CH3:5], predict the reactants needed to synthesize it. The reactants are: [OH-].[Na+].[C:3]([O:7][C:8]([NH:10][C@H:11]([C:22]([OH:24])=[O:23])[CH2:12][C:13]1[C:21]2[C:16](=[CH:17][CH:18]=[CH:19][CH:20]=2)[NH:15][CH:14]=1)=[O:9])([CH3:6])([CH3:5])[CH3:4].I[CH:26]([CH3:28])[CH3:27]. (4) Given the product [Cl:13][C:10]1[C:9]2[C:4](=[CH:5][C:6]([F:15])=[CH:7][C:8]=2[F:14])[N:3]=[C:2]([C:19]2[CH:18]=[C:17]([CH3:16])[CH:22]=[CH:21][N:20]=2)[C:11]=1[CH3:12], predict the reactants needed to synthesize it. The reactants are: Cl[C:2]1[C:11]([CH3:12])=[C:10]([Cl:13])[C:9]2[C:4](=[CH:5][C:6]([F:15])=[CH:7][C:8]=2[F:14])[N:3]=1.[CH3:16][C:17]1[CH:22]=[CH:21][N:20]=[C:19]([Sn](CCCC)(CCCC)CCCC)[CH:18]=1.